From a dataset of NCI-60 drug combinations with 297,098 pairs across 59 cell lines. Regression. Given two drug SMILES strings and cell line genomic features, predict the synergy score measuring deviation from expected non-interaction effect. (1) Drug 1: C1=NC2=C(N1)C(=S)N=CN2. Drug 2: CC1CCC2CC(C(=CC=CC=CC(CC(C(=O)C(C(C(=CC(C(=O)CC(OC(=O)C3CCCCN3C(=O)C(=O)C1(O2)O)C(C)CC4CCC(C(C4)OC)O)C)C)O)OC)C)C)C)OC. Cell line: HCT116. Synergy scores: CSS=6.22, Synergy_ZIP=-4.32, Synergy_Bliss=-4.88, Synergy_Loewe=-3.95, Synergy_HSA=-5.96. (2) Drug 1: CC1=CC2C(CCC3(C2CCC3(C(=O)C)OC(=O)C)C)C4(C1=CC(=O)CC4)C. Drug 2: CC1=C(C=C(C=C1)NC(=O)C2=CC=C(C=C2)CN3CCN(CC3)C)NC4=NC=CC(=N4)C5=CN=CC=C5. Cell line: SF-295. Synergy scores: CSS=0.0100, Synergy_ZIP=2.41, Synergy_Bliss=2.94, Synergy_Loewe=1.56, Synergy_HSA=-0.0832. (3) Drug 1: C1=CC(=CC=C1C#N)C(C2=CC=C(C=C2)C#N)N3C=NC=N3. Drug 2: C(CC(=O)O)C(=O)CN.Cl. Cell line: HCT-15. Synergy scores: CSS=10.8, Synergy_ZIP=-0.252, Synergy_Bliss=1.28, Synergy_Loewe=5.45, Synergy_HSA=-0.140. (4) Drug 1: C1=CC(=CC=C1C#N)C(C2=CC=C(C=C2)C#N)N3C=NC=N3. Drug 2: C1=NC2=C(N=C(N=C2N1C3C(C(C(O3)CO)O)F)Cl)N. Cell line: MCF7. Synergy scores: CSS=-6.45, Synergy_ZIP=3.90, Synergy_Bliss=1.19, Synergy_Loewe=-6.79, Synergy_HSA=-6.20.